Predict the reaction yield, written as a fraction of the theoretical maximum amount of product (1.0 means a 100% yield; for example, 0.34 means a 34% yield). From a dataset of Reaction yield outcomes from USPTO patents with 853,638 reactions. (1) The reactants are [C:1]([C:3]1[CH:4]=[C:5]([CH:9]=[CH:10][C:11]=1[F:12])[C:6](O)=O)#[N:2].[NH2:13][NH:14][C:15]([NH2:17])=[S:16].O=P(Cl)(Cl)Cl.[OH-].[Na+]. The catalyst is O.CC(=O)OCC. The product is [NH2:17][C:15]1[S:16][C:6]([C:5]2[CH:9]=[CH:10][C:11]([F:12])=[C:3]([CH:4]=2)[C:1]#[N:2])=[N:13][N:14]=1. The yield is 0.520. (2) The reactants are [CH3:1][O:2][CH2:3][C:4]1[CH:8]=[C:7]([C:9]([OH:11])=O)[NH:6][N:5]=1.[NH2:12][C@@H:13]([CH3:29])[CH2:14][N:15]1[CH:19]=[CH:18][C:17]([C:20]2[CH:27]=[CH:26][C:23]([C:24]#[N:25])=[C:22]([Cl:28])[CH:21]=2)=[N:16]1. No catalyst specified. The product is [Cl:28][C:22]1[CH:21]=[C:20]([C:17]2[CH:18]=[CH:19][N:15]([CH2:14][C@@H:13]([NH:12][C:9]([C:7]3[NH:6][N:5]=[C:4]([CH2:3][O:2][CH3:1])[CH:8]=3)=[O:11])[CH3:29])[N:16]=2)[CH:27]=[CH:26][C:23]=1[C:24]#[N:25]. The yield is 0.0507. (3) The reactants are [OH:1][C:2]1[CH:3]=[C:4]2[C:9](=[CH:10][CH:11]=1)[N:8]=[C:7]([C:12]1[CH:13]=[N:14][CH:15]=[CH:16][CH:17]=1)[N:6]=[C:5]2[NH:18][C:19]1[CH:27]=[CH:26][CH:25]=[CH:24][C:20]=1[C:21]([NH2:23])=[O:22].Cl[CH2:29][C:30]([NH:32][CH3:33])=[O:31].C(=O)([O-])[O-].[Cs+].[Cs+].[I-].[K+]. The catalyst is CN(C=O)C.O. The product is [CH3:33][NH:32][C:30](=[O:31])[CH2:29][O:1][C:2]1[CH:3]=[C:4]2[C:9](=[CH:10][CH:11]=1)[N:8]=[C:7]([C:12]1[CH:13]=[N:14][CH:15]=[CH:16][CH:17]=1)[N:6]=[C:5]2[NH:18][C:19]1[CH:27]=[CH:26][CH:25]=[CH:24][C:20]=1[C:21]([NH2:23])=[O:22]. The yield is 0.460. (4) The yield is 0.460. The product is [C:8]([C:7]([CH3:24])([CH2:14][CH2:15][CH2:16][CH2:17][CH2:18][C:19]([O:21][CH2:22][CH3:23])=[O:20])[C:6]([O:5][CH2:3][CH3:4])=[O:12])(=[O:9])[CH3:10]. The reactants are [H-].[Na+].[CH2:3]([O:5][C:6](=[O:12])[CH2:7][C:8]([CH2:10]C)=[O:9])[CH3:4].Br[CH2:14][CH2:15][CH2:16][CH2:17][CH2:18][C:19]([O:21][CH2:22][CH3:23])=[O:20].[C:24]1(C)C=CC=CC=1. No catalyst specified. (5) The reactants are [Br:1][C:2]1[CH:7]=[CH:6][C:5]([S:8]([N:11]2[CH2:15][CH2:14][CH2:13][CH:12]2[CH2:16][OH:17])(=[O:10])=[O:9])=[CH:4][CH:3]=1.N1C=CN=C1.[C:23]([Si:27](Cl)([CH3:29])[CH3:28])([CH3:26])([CH3:25])[CH3:24]. The catalyst is C(Cl)Cl. The product is [Br:1][C:2]1[CH:3]=[CH:4][C:5]([S:8]([N:11]2[CH2:15][CH2:14][CH2:13][CH:12]2[CH2:16][O:17][Si:27]([C:23]([CH3:26])([CH3:25])[CH3:24])([CH3:29])[CH3:28])(=[O:10])=[O:9])=[CH:6][CH:7]=1. The yield is 0.990. (6) The reactants are [CH3:1][N:2]1[CH:6]=[CH:5][N:4]=[CH:3]1.[C:7](Cl)(=[O:14])[C:8]1[CH:13]=[CH:12][CH:11]=[CH:10][CH:9]=1.C(N(CC)CC)C. The catalyst is C(#N)C. The product is [CH3:1][N:2]1[CH:6]=[CH:5][N:4]=[C:3]1[C:7]([C:8]1[CH:13]=[CH:12][CH:11]=[CH:10][CH:9]=1)=[O:14]. The yield is 0.830.